From a dataset of Retrosynthesis with 50K atom-mapped reactions and 10 reaction types from USPTO. Predict the reactants needed to synthesize the given product. (1) Given the product CC(C)(C)OC(=O)N1CCN(Cc2cccc(Oc3ncccn3)c2)CC1, predict the reactants needed to synthesize it. The reactants are: CC(C)(C)OC(=O)N1CCN(Cc2cccc(O)c2)CC1.Clc1ncccn1. (2) Given the product Cn1cc(-c2c(-c3cccc(F)c3)nc(N)n(C)c2=O)ccc1=O, predict the reactants needed to synthesize it. The reactants are: CI.Cn1c(N)nc(-c2cccc(F)c2)c(-c2ccc(=O)[nH]c2)c1=O. (3) Given the product CC(c1cc(F)ccc1O)C(F)(F)F, predict the reactants needed to synthesize it. The reactants are: COc1ccc(F)cc1C(C)C(F)(F)F. (4) Given the product O=S(=O)(NC1CCCC(=C2c3ccccc3CCc3ccccc32)C1)c1ccc(OC(F)(F)F)cc1, predict the reactants needed to synthesize it. The reactants are: NC1CCCC(=C2c3ccccc3CCc3ccccc32)C1.O=S(=O)(Cl)c1ccc(OC(F)(F)F)cc1. (5) Given the product CN1CCN(c2ncccc2C=O)CC1, predict the reactants needed to synthesize it. The reactants are: CN1CCNCC1.O=Cc1cccnc1Cl.